Dataset: NCI-60 drug combinations with 297,098 pairs across 59 cell lines. Task: Regression. Given two drug SMILES strings and cell line genomic features, predict the synergy score measuring deviation from expected non-interaction effect. (1) Drug 2: CC(C)NC(=O)C1=CC=C(C=C1)CNNC.Cl. Cell line: IGROV1. Synergy scores: CSS=-2.49, Synergy_ZIP=1.60, Synergy_Bliss=0.520, Synergy_Loewe=0.148, Synergy_HSA=-2.15. Drug 1: C1=CC=C(C=C1)NC(=O)CCCCCCC(=O)NO. (2) Drug 1: C1CC(=O)NC(=O)C1N2C(=O)C3=CC=CC=C3C2=O. Drug 2: C1CNP(=O)(OC1)N(CCCl)CCCl. Cell line: OVCAR-4. Synergy scores: CSS=-0.278, Synergy_ZIP=1.63, Synergy_Bliss=1.96, Synergy_Loewe=1.42, Synergy_HSA=-0.362. (3) Drug 1: C1=C(C(=O)NC(=O)N1)F. Drug 2: CC(C)CN1C=NC2=C1C3=CC=CC=C3N=C2N. Cell line: DU-145. Synergy scores: CSS=37.8, Synergy_ZIP=0.617, Synergy_Bliss=-1.53, Synergy_Loewe=-2.37, Synergy_HSA=-1.73.